Predict the reactants needed to synthesize the given product. From a dataset of Full USPTO retrosynthesis dataset with 1.9M reactions from patents (1976-2016). (1) Given the product [N+:1]([C:4]1[C:5]([C:9]([O:11][CH3:12])=[O:10])=[N:6][N:7]([CH:26]2[CH2:27][CH2:28][CH2:29][CH2:30][O:25]2)[CH:8]=1)([O-:3])=[O:2], predict the reactants needed to synthesize it. The reactants are: [N+:1]([C:4]1[C:5]([C:9]([O:11][CH3:12])=[O:10])=[N:6][NH:7][CH:8]=1)([O-:3])=[O:2].O.C1(C)C=CC(S(O)(=O)=O)=CC=1.[O:25]1[CH:30]=[CH:29][CH2:28][CH2:27][CH2:26]1. (2) The reactants are: [F:1][C:2]1[CH:3]=[C:4]([C:8]2[S:9][C:10]([N:13]([CH3:20])[C:14](=[O:19])[CH2:15][CH2:16][S:17][CH3:18])=[CH:11][N:12]=2)[CH:5]=[N:6][CH:7]=1.B1([O-])O[O:22]1.O.O.O.O.[Na+].C([O-])(O)=O.[Na+].ClCCCl. Given the product [F:1][C:2]1[CH:3]=[C:4]([C:8]2[S:9][C:10]([N:13]([CH3:20])[C:14](=[O:19])[CH2:15][CH2:16][S:17]([CH3:18])=[O:22])=[CH:11][N:12]=2)[CH:5]=[N:6][CH:7]=1, predict the reactants needed to synthesize it. (3) Given the product [NH2:1][C:2]1[N:7]=[CH:6][N:5]=[C:4]2[N:8]([CH2:15][C:16]3[CH:21]=[CH:20][CH:19]=[CH:18][C:17]=3[F:22])[N:9]=[C:10]([C:11]3[NH:12][C:30](=[O:31])[O:14][N:13]=3)[C:3]=12, predict the reactants needed to synthesize it. The reactants are: [NH2:1][C:2]1[N:7]=[CH:6][N:5]=[C:4]2[N:8]([CH2:15][C:16]3[CH:21]=[CH:20][CH:19]=[CH:18][C:17]=3[F:22])[N:9]=[C:10]([C:11](=[N:13][OH:14])[NH2:12])[C:3]=12.N1C=CC=CC=1.Cl[C:30](OCC(C)C)=[O:31].C(OCC)(=O)C.